This data is from Full USPTO retrosynthesis dataset with 1.9M reactions from patents (1976-2016). The task is: Predict the reactants needed to synthesize the given product. (1) Given the product [CH3:55][O:54][C:52]([C:45]1([NH:44][C:15]([C:13]2[CH:12]=[CH:11][C:10]3[N:6]([CH:3]([CH2:1][CH3:2])[CH2:4][CH3:5])[C:7]([CH2:18][C:19]4[S:20][CH:21]=[CH:22][CH:23]=4)=[N:8][C:9]=3[CH:14]=2)=[O:16])[CH2:51][CH2:50][CH2:49][CH2:48][CH2:47][CH2:46]1)=[O:53], predict the reactants needed to synthesize it. The reactants are: [CH2:1]([CH:3]([N:6]1[C:10]2[CH:11]=[CH:12][C:13]([C:15](O)=[O:16])=[CH:14][C:9]=2[N:8]=[C:7]1[CH2:18][C:19]1[S:20][CH:21]=[CH:22][CH:23]=1)[CH2:4][CH3:5])[CH3:2].C1C=NC2N(O)N=NC=2C=1.CCN(C(C)C)C(C)C.Cl.[NH2:44][C:45]1([C:52]([O:54][CH3:55])=[O:53])[CH2:51][CH2:50][CH2:49][CH2:48][CH2:47][CH2:46]1.Cl. (2) Given the product [Cl:1][C:2]1[CH:7]=[CH:6][C:5]([CH3:8])=[CH:4][C:3]=1[NH:9][C:10]1[N:15]2[N:16]=[CH:17][C:18]([C:19]([NH:45][S:42]([CH:39]3[CH2:41][CH2:40]3)(=[O:44])=[O:43])=[O:21])=[C:14]2[N:13]=[CH:12][C:11]=1[C:22]([N:24]1[CH2:25][CH2:26][C:27]2([C:33]3[CH:34]=[CH:35][C:36]([F:38])=[CH:37][C:32]=3[O:31][CH2:30]2)[CH2:28][CH2:29]1)=[O:23], predict the reactants needed to synthesize it. The reactants are: [Cl:1][C:2]1[CH:7]=[CH:6][C:5]([CH3:8])=[CH:4][C:3]=1[NH:9][C:10]1[N:15]2[N:16]=[CH:17][C:18]([C:19]([OH:21])=O)=[C:14]2[N:13]=[CH:12][C:11]=1[C:22]([N:24]1[CH2:29][CH2:28][C:27]2([C:33]3[CH:34]=[CH:35][C:36]([F:38])=[CH:37][C:32]=3[O:31][CH2:30]2)[CH2:26][CH2:25]1)=[O:23].[CH:39]1([S:42]([NH2:45])(=[O:44])=[O:43])[CH2:41][CH2:40]1. (3) Given the product [C:19]1([C:29]2[CH:34]=[CH:33][CH:32]=[CH:31][CH:30]=2)[CH:24]=[CH:23][C:22]([S:25]([N:8]2[CH2:12][C:11](=[N:13][O:14][CH3:15])[CH2:10][C@H:9]2[C:16]([NH:35][CH2:36][CH:37]([OH:40])[CH2:38][OH:39])=[O:18])(=[O:27])=[O:26])=[CH:21][CH:20]=1, predict the reactants needed to synthesize it. The reactants are: C(OC([N:8]1[CH2:12][C:11](=[N:13][O:14][CH3:15])[CH2:10][C@H:9]1[C:16]([OH:18])=O)=O)(C)(C)C.[C:19]1([C:29]2[CH:34]=[CH:33][CH:32]=[CH:31][CH:30]=2)[CH:24]=[CH:23][C:22]([S:25](Cl)(=[O:27])=[O:26])=[CH:21][CH:20]=1.[NH2:35][CH2:36][CH:37]([OH:40])[CH2:38][OH:39]. (4) Given the product [Br:1][C:2]1[CH2:10][C:9]2[C:4]([CH:3]=1)=[CH:5][C:6]([O:11][CH3:12])=[CH:7][CH:8]=2, predict the reactants needed to synthesize it. The reactants are: [Br:1][CH:2]1[CH2:10][C:9]2[C:4](=[CH:5][C:6]([O:11][CH3:12])=[CH:7][CH:8]=2)[CH:3]1O.O.C1(C)C=CC(S(O)(=O)=O)=CC=1. (5) Given the product [NH2:22][C@H:21]1[C@H:18]2[C@@H:19]1[O:20][C:16]1[CH:15]=[CH:14][C:13]([O:12][C:11]3[C:5]4[CH2:4][O:3][C:2](=[O:1])[NH:7][C:6]=4[N:8]=[CH:9][CH:10]=3)=[CH:30][C:17]=12, predict the reactants needed to synthesize it. The reactants are: [O:1]=[C:2]1[NH:7][C:6]2[N:8]=[CH:9][CH:10]=[C:11]([O:12][C:13]3[CH:14]=[CH:15][C:16]4[O:20][C@@H:19]5[C@@H:21]([NH:22]C(=O)OC(C)(C)C)[C@@H:18]5[C:17]=4[CH:30]=3)[C:5]=2[CH2:4][O:3]1.CCOC(C)=O.Cl. (6) Given the product [Cl:1][C:2]1[CH:7]=[CH:6][C:5](/[CH:8]=[CH:9]/[C:10]([N:12]2[CH2:17][CH2:16][C:15]([CH2:19][N:20]3[CH:24]=[C:23]([C:25]([OH:27])=[O:26])[CH:22]=[N:21]3)([OH:18])[CH2:14][CH2:13]2)=[O:11])=[C:4]([CH2:30][N:31]2[N:35]=[N:34][C:33]([CH3:36])=[N:32]2)[CH:3]=1, predict the reactants needed to synthesize it. The reactants are: [Cl:1][C:2]1[CH:7]=[CH:6][C:5](/[CH:8]=[CH:9]/[C:10]([N:12]2[CH2:17][CH2:16][C:15]([CH2:19][N:20]3[CH:24]=[C:23]([C:25]([O:27]CC)=[O:26])[CH:22]=[N:21]3)([OH:18])[CH2:14][CH2:13]2)=[O:11])=[C:4]([CH2:30][N:31]2[N:35]=[N:34][C:33]([CH3:36])=[N:32]2)[CH:3]=1.[OH-].[Na+].